From a dataset of Forward reaction prediction with 1.9M reactions from USPTO patents (1976-2016). Predict the product of the given reaction. Given the reactants [CH3:1][C:2]1[C:7](/[CH:8]=[C:9](/[N+:11]([O-:13])=[O:12])\[CH3:10])=[CH:6][CH:5]=[CH:4][C:3]=1[NH:14][C:15](=[O:24])[O:16][CH2:17][C:18]1[CH:23]=[CH:22][CH:21]=[CH:20][CH:19]=1.[CH3:25][O:26][CH2:27][CH2:28][O:29][C:30]1[CH:38]=[C:37]2[C:33]([CH:34]=[CH:35][NH:36]2)=[CH:32][CH:31]=1, predict the reaction product. The product is: [CH3:25][O:26][CH2:27][CH2:28][O:29][C:30]1[CH:38]=[C:37]2[C:33]([C:34]([CH:8]([C:7]3[C:2]([CH3:1])=[C:3]([NH:14][C:15](=[O:24])[O:16][CH2:17][C:18]4[CH:23]=[CH:22][CH:21]=[CH:20][CH:19]=4)[CH:4]=[CH:5][CH:6]=3)[CH:9]([N+:11]([O-:13])=[O:12])[CH3:10])=[CH:35][NH:36]2)=[CH:32][CH:31]=1.